This data is from Reaction yield outcomes from USPTO patents with 853,638 reactions. The task is: Predict the reaction yield, written as a fraction of the theoretical maximum amount of product (1.0 means a 100% yield; for example, 0.34 means a 34% yield). (1) The reactants are Br[C:2]1[CH:7]=[CH:6][CH:5]=[C:4]([C:8]([F:11])([F:10])[F:9])[N:3]=1.[CH:12]1([C:15]2[N:16]=[CH:17][C:18]([O:21][CH:22]3[CH2:31][N:25]4[CH2:26][CH2:27][NH:28][C:29](=[O:30])[CH:24]4[CH2:23]3)=[N:19][CH:20]=2)[CH2:14][CH2:13]1.C1(P(C2C=CC=CC=2)C2C3OC4C(=CC=CC=4P(C4C=CC=CC=4)C4C=CC=CC=4)C(C)(C)C=3C=CC=2)C=CC=CC=1.C(=O)([O-])[O-].[Cs+].[Cs+]. The catalyst is C([O-])(=O)C.[Pd+2].C([O-])(=O)C. The product is [CH:12]1([C:15]2[N:16]=[CH:17][C:18]([O:21][C@H:22]3[CH2:31][N:25]4[CH2:26][CH2:27][N:28]([C:2]5[CH:7]=[CH:6][CH:5]=[C:4]([C:8]([F:11])([F:10])[F:9])[N:3]=5)[C:29](=[O:30])[C@@H:24]4[CH2:23]3)=[N:19][CH:20]=2)[CH2:14][CH2:13]1. The yield is 0.177. (2) The reactants are [Br:1][C:2]1[CH:3]=[CH:4][C:5]([O:22][CH3:23])=[C:6]([S:8]([NH:11][C:12]2[CH:13]=[N:14][CH:15]=[C:16]([CH:21]=2)[C:17]([O:19]C)=[O:18])(=[O:10])=[O:9])[CH:7]=1.[OH-].[Na+]. The catalyst is C1COCC1. The product is [Br:1][C:2]1[CH:3]=[CH:4][C:5]([O:22][CH3:23])=[C:6]([S:8]([NH:11][C:12]2[CH:13]=[N:14][CH:15]=[C:16]([CH:21]=2)[C:17]([OH:19])=[O:18])(=[O:9])=[O:10])[CH:7]=1. The yield is 0.980. (3) The product is [CH:25]1([C:2]2[CH2:3][C:4]3[C:9]([CH:10]=2)=[C:8]([C:11]2[CH:12]=[C:13]([C:21]([CH3:24])([CH3:23])[CH3:22])[CH:14]=[C:15]([C:17]([CH3:20])([CH3:19])[CH3:18])[CH:16]=2)[CH:7]=[CH:6][CH:5]=3)[CH2:27][CH2:26]1. The reactants are Br[C:2]1[CH2:3][C:4]2[C:9]([CH:10]=1)=[C:8]([C:11]1[CH:16]=[C:15]([C:17]([CH3:20])([CH3:19])[CH3:18])[CH:14]=[C:13]([C:21]([CH3:24])([CH3:23])[CH3:22])[CH:12]=1)[CH:7]=[CH:6][CH:5]=2.[CH:25]1([Mg]Br)[CH2:27][CH2:26]1.O1CCCC1.Cl. The yield is 0.480. The catalyst is C1(C)C=CC=CC=1.